From a dataset of Forward reaction prediction with 1.9M reactions from USPTO patents (1976-2016). Predict the product of the given reaction. (1) Given the reactants [C@@H]1(N2C3N=CN=C(N)C=3N=C2)O[C@H](CO)[C@@H](O)[C@H]1O.[K].Cl.[P:22]([O:34][CH2:35][C@H:36]1[O:40][C@@H:39]([N:41]2[C:50]3[N:49]=[CH:48][N:47]=[C:45]([NH2:46])[C:44]=3[N:43]=[CH:42]2)[C@H:38]([OH:51])[C@@H:37]1[OH:52])([O:25][P:26]([O:29][P:30]([OH:33])([OH:32])=[O:31])([O-:28])=[O:27])(=[O:24])[O-:23].[Na+].[Na+].ClC(Cl)(Cl)C(O)=O, predict the reaction product. The product is: [P:22](=[O:23])([OH:34])([OH:25])[OH:24].[P:22]([O:34][CH2:35][C@H:36]1[O:40][C@@H:39]([N:41]2[C:50]3[N:49]=[CH:48][N:47]=[C:45]([NH2:46])[C:44]=3[N:43]=[CH:42]2)[C@H:38]([OH:51])[C@@H:37]1[OH:52])([O:25][P:26]([O:29][P:30]([OH:32])([OH:33])=[O:31])([OH:28])=[O:27])(=[O:23])[OH:24]. (2) Given the reactants [Br:1]N1C(=O)CCC1=O.[Cl:9][C:10]1[CH:15]=[CH:14][C:13]([C:16]2[N:20]([CH3:21])[C:19]([C:22](=[O:25])[CH2:23][CH3:24])=[CH:18][C:17]=2[CH3:26])=[CH:12][CH:11]=1, predict the reaction product. The product is: [Br:1][C:18]1[C:17]([CH3:26])=[C:16]([C:13]2[CH:14]=[CH:15][C:10]([Cl:9])=[CH:11][CH:12]=2)[N:20]([CH3:21])[C:19]=1[C:22](=[O:25])[CH2:23][CH3:24]. (3) Given the reactants [OH:1][C:2]1[CH:3]=[C:4]([C@@H:8]([NH:15][C:16](=[O:22])[O:17][C:18]([CH3:21])([CH3:20])[CH3:19])[C:9]2[CH:14]=[CH:13][CH:12]=[CH:11][CH:10]=2)[CH:5]=[CH:6][CH:7]=1.C([O-])([O-])=O.[K+].[K+].Cl[CH2:30][C:31]1[O:32][CH:33]=[C:34]([C:36]([O:38][CH3:39])=[O:37])[N:35]=1, predict the reaction product. The product is: [C:18]([O:17][C:16]([NH:15][C@@H:8]([C:9]1[CH:14]=[CH:13][CH:12]=[CH:11][CH:10]=1)[C:4]1[CH:3]=[C:2]([CH:7]=[CH:6][CH:5]=1)[O:1][CH2:30][C:31]1[O:32][CH:33]=[C:34]([C:36]([O:38][CH3:39])=[O:37])[N:35]=1)=[O:22])([CH3:19])([CH3:21])[CH3:20]. (4) Given the reactants [O:1]1[C:5]2[CH:6]=[CH:7][CH:8]=[CH:9][C:4]=2[O:3][CH:2]1[CH2:10][NH2:11].[S:12](N)([NH2:15])(=[O:14])=[O:13], predict the reaction product. The product is: [O:1]1[C:5]2[CH:6]=[CH:7][CH:8]=[CH:9][C:4]=2[O:3][CH:2]1[CH2:10][NH:11][S:12]([NH2:15])(=[O:14])=[O:13]. (5) The product is: [CH:23]12[CH2:24][CH:19]3[CH2:20][CH:21]([CH2:25][CH:17]([CH2:18]3)[CH:16]1[NH:15][C:14]([CH:10]1[CH2:11][CH2:12][CH2:13][NH:8][CH2:9]1)=[O:26])[CH2:22]2. Given the reactants C(OC([N:8]1[CH2:13][CH2:12][CH2:11][CH:10]([C:14](=[O:26])[NH:15][CH:16]2[CH:23]3[CH2:24][CH:19]4[CH2:20][CH:21]([CH2:25][CH:17]2[CH2:18]4)[CH2:22]3)[CH2:9]1)=O)(C)(C)C.FC(F)(F)C(O)=O, predict the reaction product. (6) The product is: [CH2:16]([C@H:14]1[O:15][C@H:10]([C:9]2[CH:8]=[CH:7][N:6]=[CH:5][C:4]=2[NH2:1])[CH2:11][C@@H:12]([O:30][Si:31]([CH:38]([CH3:40])[CH3:39])([CH:35]([CH3:37])[CH3:36])[CH:32]([CH3:33])[CH3:34])[C@@H:13]1[O:19][Si:20]([CH:27]([CH3:28])[CH3:29])([CH:24]([CH3:26])[CH3:25])[CH:21]([CH3:23])[CH3:22])[CH2:17][CH3:18]. Given the reactants [N+:1]([C:4]1[CH:5]=[N:6][CH:7]=[CH:8][C:9]=1[C:10]1[O:15][C@H:14](/[CH:16]=[CH:17]/[CH3:18])[C@@H:13]([O:19][Si:20]([CH:27]([CH3:29])[CH3:28])([CH:24]([CH3:26])[CH3:25])[CH:21]([CH3:23])[CH3:22])[C@H:12]([O:30][Si:31]([CH:38]([CH3:40])[CH3:39])([CH:35]([CH3:37])[CH3:36])[CH:32]([CH3:34])[CH3:33])[CH:11]=1)([O-])=O, predict the reaction product. (7) Given the reactants [OH:1][C:2]1[CH:3]=[C:4]([CH:7]=[CH:8][CH:9]=1)[CH:5]=[O:6].Cl[CH2:11][O:12][CH3:13].C(N(C(C)C)CC)(C)C, predict the reaction product. The product is: [CH3:11][O:12][CH2:13][O:1][C:2]1[CH:3]=[C:4]([CH:7]=[CH:8][CH:9]=1)[CH:5]=[O:6]. (8) Given the reactants [C:1]([C:5]1[S:9][C:8](/[N:10]=[CH:11]/[N:12]([CH3:14])[CH3:13])=[N:7][N:6]=1)([CH3:4])([CH3:3])[CH3:2].[Br:15][CH2:16][CH2:17][CH2:18][CH3:19], predict the reaction product. The product is: [Br-:15].[C:1]([C:5]1[S:9][C:8](/[N:10]=[CH:11]/[N:12]([CH3:14])[CH3:13])=[N+:7]([CH2:16][CH2:17][CH2:18][CH3:19])[N:6]=1)([CH3:4])([CH3:2])[CH3:3]. (9) Given the reactants [CH3:1][CH:2]([O:4][C:5]1[CH:6]=[C:7]([O:20][C:21]2[CH:31]=[CH:30][C:24]([C:25]([O:27]CC)=[O:26])=[CH:23][CH:22]=2)[CH:8]=[C:9]([C:11]([NH:13][C:14]2[S:18][N:17]=[C:16]([CH3:19])[N:15]=2)=[O:12])[CH:10]=1)[CH3:3].O.[OH-].[Li+], predict the reaction product. The product is: [CH3:3][CH:2]([O:4][C:5]1[CH:6]=[C:7]([O:20][C:21]2[CH:22]=[CH:23][C:24]([C:25]([OH:27])=[O:26])=[CH:30][CH:31]=2)[CH:8]=[C:9]([C:11]([NH:13][C:14]2[S:18][N:17]=[C:16]([CH3:19])[N:15]=2)=[O:12])[CH:10]=1)[CH3:1].